This data is from Reaction yield outcomes from USPTO patents with 853,638 reactions. The task is: Predict the reaction yield, written as a fraction of the theoretical maximum amount of product (1.0 means a 100% yield; for example, 0.34 means a 34% yield). (1) The reactants are Br[C:2]1[CH:11]=[CH:10][C:9]2[C:4](=[CH:5][CH:6]=[CH:7][CH:8]=2)[N:3]=1.[C:12]([C:14]1[CH:19]=[CH:18][C:17]([C:20]2[C:24]([C:25]3[CH:30]=[CH:29][N:28]=[CH:27][CH:26]=3)=[CH:23][N:22]([CH3:31])[N:21]=2)=[CH:16][N:15]=1)#[CH:13]. The catalyst is CCN(CC)CC.O1CCOCC1.O1CCOCC1.Cl[Pd](Cl)([P](C1C=CC=CC=1)(C1C=CC=CC=1)C1C=CC=CC=1)[P](C1C=CC=CC=1)(C1C=CC=CC=1)C1C=CC=CC=1.[Cu]I. The product is [CH3:31][N:22]1[CH:23]=[C:24]([C:25]2[CH:26]=[CH:27][N:28]=[CH:29][CH:30]=2)[C:20]([C:17]2[CH:18]=[CH:19][C:14]([C:12]#[C:13][C:2]3[CH:11]=[CH:10][C:9]4[C:4](=[CH:5][CH:6]=[CH:7][CH:8]=4)[N:3]=3)=[N:15][CH:16]=2)=[N:21]1. The yield is 0.274. (2) The reactants are [C:1]([C:5]1[CH:10]=[C:9]([F:11])[C:8]([N+:12]([O-])=O)=[CH:7][C:6]=1[OH:15])([CH3:4])([CH3:3])[CH3:2].C([O-])=O.[NH4+]. The catalyst is CCO.[Pd]. The product is [C:1]([C:5]1[CH:10]=[C:9]([F:11])[C:8]([NH2:12])=[CH:7][C:6]=1[OH:15])([CH3:4])([CH3:2])[CH3:3]. The yield is 0.830. (3) The reactants are C(N(CC)CC)C.[Cl:8][C:9]1[C:10]([N:15]2[CH:19]([C:20]([O:22][CH2:23][CH3:24])=[O:21])[CH2:18][C:17](=[O:25])[NH:16]2)=[N:11][CH:12]=[CH:13][CH:14]=1.[C:26]1([CH3:36])[CH:31]=[CH:30][C:29]([S:32](Cl)(=[O:34])=[O:33])=[CH:28][CH:27]=1. The catalyst is ClCCl.C1(C)C=CC(S(Cl)(=O)=O)=CC=1.C(N(CC)CC)C. The product is [Cl:8][C:9]1[C:10]([N:15]2[CH:19]([C:20]([O:22][CH2:23][CH3:24])=[O:21])[CH2:18][C:17]([O:25][S:32]([C:29]3[CH:30]=[CH:31][C:26]([CH3:36])=[CH:27][CH:28]=3)(=[O:34])=[O:33])=[N:16]2)=[N:11][CH:12]=[CH:13][CH:14]=1. The yield is 0.870. (4) The reactants are [N+:1]([C:4]1[CH:9]=[CH:8][C:7]([N:10]2[CH2:15][CH2:14][CH:13]([C:16]3[O:20][C:19](=[O:21])[NH:18][N:17]=3)[CH2:12][CH2:11]2)=[CH:6][CH:5]=1)([O-:3])=[O:2].CI.[C:24]([O-])([O-])=O.[K+].[K+]. The catalyst is CN(C=O)C. The product is [CH3:24][N:18]1[N:17]=[C:16]([CH:13]2[CH2:14][CH2:15][N:10]([C:7]3[CH:6]=[CH:5][C:4]([N+:1]([O-:3])=[O:2])=[CH:9][CH:8]=3)[CH2:11][CH2:12]2)[O:20][C:19]1=[O:21]. The yield is 0.910. (5) The reactants are [Br:1][C:2]1[CH:29]=[CH:28][C:5]([O:6][C:7]2[C:16]3[C:11](=[CH:12][C:13]([O:19][CH2:20][CH2:21][CH2:22][NH:23][S:24]([CH3:27])(=[O:26])=[O:25])=[C:14]([O:17][CH3:18])[CH:15]=3)[N:10]=[CH:9][N:8]=2)=[C:4]([F:30])[CH:3]=1.[H-].[Na+].[CH3:33]I. The catalyst is CN(C=O)C. The product is [Br:1][C:2]1[CH:29]=[CH:28][C:5]([O:6][C:7]2[C:16]3[C:11](=[CH:12][C:13]([O:19][CH2:20][CH2:21][CH2:22][N:23]([CH3:33])[S:24]([CH3:27])(=[O:26])=[O:25])=[C:14]([O:17][CH3:18])[CH:15]=3)[N:10]=[CH:9][N:8]=2)=[C:4]([F:30])[CH:3]=1. The yield is 0.830.